From a dataset of Catalyst prediction with 721,799 reactions and 888 catalyst types from USPTO. Predict which catalyst facilitates the given reaction. (1) The catalyst class is: 6. Product: [N:33]1([CH2:28][CH2:27][CH2:26][O:25][C:21]2[CH:20]=[C:19]([CH2:18][C:17]([NH:16][C:13]3[S:12][C:11]([C:10]4[C:6]([NH2:5])=[N:7][O:8][N:9]=4)=[N:15][N:14]=3)=[O:30])[CH:24]=[CH:23][CH:22]=2)[CH2:38][CH2:37][NH:36][CH2:35][CH2:34]1. Reactant: FC(F)(F)C([NH:5][C:6]1[C:10]([C:11]2[S:12][C:13]([NH:16][C:17](=[O:30])[CH2:18][C:19]3[CH:24]=[CH:23][CH:22]=[C:21]([O:25][CH2:26][CH2:27][CH2:28]Cl)[CH:20]=3)=[N:14][N:15]=2)=[N:9][O:8][N:7]=1)=O.[NH:33]1[CH2:38][CH2:37][NH:36][CH2:35][CH2:34]1.CCO. (2) Product: [Cl:1][C:2]1[CH:3]=[C:4]([NH:9][C:10]2[C:19]3[C:14](=[CH:15][C:16]([O:21][CH3:22])=[C:17]([O:20][C@H:24]4[CH2:28][CH2:27][O:26][CH2:25]4)[CH:18]=3)[N:13]=[CH:12][N:11]=2)[CH:5]=[CH:6][C:7]=1[F:8]. Reactant: [Cl:1][C:2]1[CH:3]=[C:4]([NH:9][C:10]2[C:19]3[C:14](=[CH:15][C:16]([O:21][CH3:22])=[C:17]([OH:20])[CH:18]=3)[N:13]=[CH:12][N:11]=2)[CH:5]=[CH:6][C:7]=1[F:8].O[C@@H:24]1[CH2:28][CH2:27][O:26][CH2:25]1.C1(P(C2C=CC=CC=2)C2C=CC=CC=2)C=CC=CC=1.N(C(OCC)=O)=NC(OCC)=O. The catalyst class is: 10. (3) Reactant: [C:1]([Si:5]([C:25]1C=CC=CC=1)([C:19]1C=CC=CC=1)[O:6][CH2:7][CH2:8][O:9][C:10]1[CH:11]=[CH:12][C:13]([N+:16]([O-])=O)=[N:14][CH:15]=1)([CH3:4])([CH3:3])[CH3:2]. Product: [C:1]([Si:5]([CH3:25])([CH3:19])[O:6][CH2:7][CH2:8][O:9][C:10]1[CH:11]=[CH:12][C:13]([NH2:16])=[N:14][CH:15]=1)([CH3:4])([CH3:3])[CH3:2]. The catalyst class is: 19. (4) Reactant: C(OC(=O)[NH:7][C:8]1[CH:9]=[N:10][C:11]([C:14](=[O:36])[NH:15][C:16]2[CH:21]=[CH:20][CH:19]=[C:18]([CH2:22][N:23]3[CH2:28][CH2:27][CH:26]([C:29](=[O:35])[NH:30][C:31]([CH3:34])([CH3:33])[CH3:32])[CH2:25][CH2:24]3)[CH:17]=2)=[CH:12][CH:13]=1)(C)(C)C.Cl. Product: [C:31]([NH:30][C:29]([CH:26]1[CH2:25][CH2:24][N:23]([CH2:22][C:18]2[CH:17]=[C:16]([NH:15][C:14]([C:11]3[CH:12]=[CH:13][C:8]([NH2:7])=[CH:9][N:10]=3)=[O:36])[CH:21]=[CH:20][CH:19]=2)[CH2:28][CH2:27]1)=[O:35])([CH3:34])([CH3:32])[CH3:33]. The catalyst class is: 12. (5) Reactant: C(=O)([O-])[O-].[K+].[K+].Cl[CH2:8][C:9]1[C:14]2[O:15][C:16]([C:18]3[CH:23]=[CH:22][CH:21]=[CH:20][CH:19]=3)=[CH:17][C:13]=2[CH:12]=[CH:11][CH:10]=1.[CH3:24][O:25][C:26](=[O:45])[C@H:27]([CH2:35][C:36]1[CH:41]=[C:40]([Cl:42])[C:39]([OH:43])=[C:38]([Cl:44])[CH:37]=1)[NH:28][C:29](=[O:34])[C:30]([F:33])([F:32])[F:31].CN(C)C=O. Product: [CH3:24][O:25][C:26](=[O:45])[C@H:27]([CH2:35][C:36]1[CH:37]=[C:38]([Cl:44])[C:39]([O:43][CH2:8][C:9]2[C:14]3[O:15][C:16]([C:18]4[CH:23]=[CH:22][CH:21]=[CH:20][CH:19]=4)=[CH:17][C:13]=3[CH:12]=[CH:11][CH:10]=2)=[C:40]([Cl:42])[CH:41]=1)[NH:28][C:29](=[O:34])[C:30]([F:33])([F:31])[F:32]. The catalyst class is: 21. (6) Reactant: [C:1]1([CH2:7][N:8]2[CH2:12][CH2:11][C@@H:10]([NH2:13])[CH2:9]2)[CH:6]=[CH:5][CH:4]=[CH:3][CH:2]=1.[Br:14][CH:15]([CH2:19][CH2:20]Br)[C:16](Br)=[O:17]. Product: [CH2:7]([N:8]1[CH2:12][CH2:11][CH:10]([N:13]2[CH2:20][CH2:19][C@@H:15]([Br:14])[C:16]2=[O:17])[CH2:9]1)[C:1]1[CH:2]=[CH:3][CH:4]=[CH:5][CH:6]=1. The catalyst class is: 23.